Dataset: Catalyst prediction with 721,799 reactions and 888 catalyst types from USPTO. Task: Predict which catalyst facilitates the given reaction. Reactant: Cl.O.[OH:3][C:4]12[C:15]3[C:10](=[C:11]([N+:16]([O-])=O)[CH:12]=[CH:13][CH:14]=3)[C:9](=[O:19])[C:8]1([NH:20][C:21](=[O:28])[C:22]1[CH:27]=[CH:26][CH:25]=[CH:24][N:23]=1)[C:7]1[CH:29]=[CH:30][C:31]([CH:33]([CH3:35])[CH3:34])=[CH:32][C:6]=1[O:5]2. Product: [NH2:16][C:11]1[CH:12]=[CH:13][CH:14]=[C:15]2[C:10]=1[C:9](=[O:19])[C:8]1([NH:20][C:21](=[O:28])[C:22]3[CH:27]=[CH:26][CH:25]=[CH:24][N:23]=3)[C:7]3[CH:29]=[CH:30][C:31]([CH:33]([CH3:35])[CH3:34])=[CH:32][C:6]=3[O:5][C:4]12[OH:3]. The catalyst class is: 186.